Predict the reaction yield, written as a fraction of the theoretical maximum amount of product (1.0 means a 100% yield; for example, 0.34 means a 34% yield). From a dataset of Reaction yield outcomes from USPTO patents with 853,638 reactions. (1) The reactants are [NH2:1][C:2]1[CH:12]=[CH:11][C:5]2[O:6][CH2:7][C:8](=O)[NH:9][C:4]=2[CH:3]=1.C1COCC1.Cl.[OH-].[Na+]. The catalyst is O.CCO. The product is [O:6]1[CH2:7][CH2:8][NH:9][C:4]2[CH:3]=[C:2]([NH2:1])[CH:12]=[CH:11][C:5]1=2. The yield is 0.510. (2) The reactants are Br[C:2]1[CH:3]=[C:4]2[C:10]([C:11]3[N:16]=[C:15]([N:17]4[CH2:22][CH2:21][CH2:20][C@H:19]([NH:23]C(=O)OC(C)(C)C)[CH2:18]4)[CH:14]=[CH:13][CH:12]=3)=[N:9][N:8](C3CCCCO3)[C:5]2=[CH:6][N:7]=1.CC([NH:41][C:42]([NH2:44])=[O:43])(C)C. No catalyst specified. The product is [NH2:23][C@H:19]1[CH2:20][CH2:21][CH2:22][N:17]([C:15]2[N:16]=[C:11]([C:10]3[C:4]4[C:5](=[CH:6][N:7]=[C:2]([NH:41][C:42]([NH2:44])=[O:43])[CH:3]=4)[NH:8][N:9]=3)[CH:12]=[CH:13][CH:14]=2)[CH2:18]1. The yield is 0.230. (3) The reactants are C(OC([N:8]1[CH2:13][CH2:12][CH:11]([O:14][C:15]2[CH:20]=[CH:19][C:18]([O:21][C:22]([F:25])([F:24])[F:23])=[CH:17][CH:16]=2)[CH2:10][CH2:9]1)=O)(C)(C)C.Cl. The catalyst is O1CCOCC1. The product is [F:25][C:22]([F:23])([F:24])[O:21][C:18]1[CH:19]=[CH:20][C:15]([O:14][CH:11]2[CH2:10][CH2:9][NH:8][CH2:13][CH2:12]2)=[CH:16][CH:17]=1. The yield is 0.990. (4) The reactants are [OH:1][C:2]1[CH:22]=[CH:21][C:5]2[C:6](=[O:20])/[C:7](=[CH:9]/[C:10]3[C:18]4[C:13](=[CH:14][CH:15]=[CH:16][C:17]=4[OH:19])[NH:12][CH:11]=3)/[O:8][C:4]=2[C:3]=1[CH2:23][N:24]1[CH2:29][CH2:28][N:27](C(OC(C)(C)C)=O)[CH2:26][CH2:25]1.[ClH:37]. The catalyst is C(Cl)Cl.O1CCOCC1. The product is [ClH:37].[ClH:37].[OH:1][C:2]1[CH:22]=[CH:21][C:5]2[C:6](=[O:20])/[C:7](=[CH:9]/[C:10]3[C:18]4[C:13](=[CH:14][CH:15]=[CH:16][C:17]=4[OH:19])[NH:12][CH:11]=3)/[O:8][C:4]=2[C:3]=1[CH2:23][N:24]1[CH2:29][CH2:28][NH:27][CH2:26][CH2:25]1. The yield is 0.750. (5) The yield is 0.930. The catalyst is CN(C=O)C. The reactants are [CH3:1][O:2][C:3]1[C:4](=[O:9])[NH:5][CH:6]=[CH:7][CH:8]=1.[H-].[Na+].I[CH2:13][CH2:14][CH2:15][CH3:16]. The product is [CH2:13]([N:5]1[CH:6]=[CH:7][CH:8]=[C:3]([O:2][CH3:1])[C:4]1=[O:9])[CH2:14][CH2:15][CH3:16].